From a dataset of Reaction yield outcomes from USPTO patents with 853,638 reactions. Predict the reaction yield, written as a fraction of the theoretical maximum amount of product (1.0 means a 100% yield; for example, 0.34 means a 34% yield). (1) The reactants are [CH3:1][S:2]([C:5]1[CH:10]=[CH:9][C:8]([CH:11]([CH2:20][CH:21]2[CH2:25][CH2:24][CH:23]([O:26]C3CCCCO3)[CH2:22]2)[C:12]([NH:14][C:15]2[S:16][CH:17]=[CH:18][N:19]=2)=[O:13])=[CH:7][CH:6]=1)(=[O:4])=[O:3].C1(C)C=CC(S([O-])(=O)=O)=CC=1.[NH+]1C=CC=CC=1. The catalyst is C(O)C. The product is [OH:26][CH:23]1[CH2:24][CH2:25][CH:21]([CH2:20][CH:11]([C:8]2[CH:7]=[CH:6][C:5]([S:2]([CH3:1])(=[O:4])=[O:3])=[CH:10][CH:9]=2)[C:12]([NH:14][C:15]2[S:16][CH:17]=[CH:18][N:19]=2)=[O:13])[CH2:22]1. The yield is 0.860. (2) The reactants are [H-].[Na+].[C:3]1([CH:9]2[CH2:14][CH2:13][NH:12][CH2:11][CH2:10]2)[CH:8]=[CH:7][CH:6]=[CH:5][CH:4]=1.[Br:15][C:16]1[N:23]=[CH:22][CH:21]=[C:20](Br)[C:17]=1[C:18]#[N:19]. The yield is 0.750. The catalyst is CN(C=O)C. The product is [Br:15][C:16]1[C:17]([C:18]#[N:19])=[C:20]([N:12]2[CH2:11][CH2:10][CH:9]([C:3]3[CH:8]=[CH:7][CH:6]=[CH:5][CH:4]=3)[CH2:14][CH2:13]2)[CH:21]=[CH:22][N:23]=1. (3) The yield is 0.960. The catalyst is CO.[Pd]. The product is [CH3:1][O:2][C:3]1[CH:8]=[CH:7][N:6]=[C:5]2[NH:9][CH:10]=[C:11]([CH:12]3[CH2:17][CH2:16][N:15]([C:18]([O:20][C:21]([CH3:24])([CH3:23])[CH3:22])=[O:19])[CH2:14][CH2:13]3)[C:4]=12. The reactants are [CH3:1][O:2][C:3]1[CH:8]=[CH:7][N:6]=[C:5]2[NH:9][CH:10]=[C:11]([C:12]3[CH2:13][CH2:14][N:15]([C:18]([O:20][C:21]([CH3:24])([CH3:23])[CH3:22])=[O:19])[CH2:16][CH:17]=3)[C:4]=12.C1COCC1.